Dataset: Forward reaction prediction with 1.9M reactions from USPTO patents (1976-2016). Task: Predict the product of the given reaction. (1) Given the reactants [CH3:1][C:2]1[CH:3]=[CH:4][C:5]([O:8][C:9]2[CH:16]=[CH:15][C:12]([C:13]#[N:14])=[CH:11][CH:10]=2)=[N:6][CH:7]=1.C1C(=O)N([Br:24])C(=O)C1.C(OOC(=O)C1C=CC=CC=1)(=O)C1C=CC=CC=1.[O-]S([O-])(=S)=O.[Na+].[Na+].P([O-])(OCC)OCC.CCN(C(C)C)C(C)C.C([O-])(O)=O.[Na+], predict the reaction product. The product is: [Br:24][CH2:1][C:2]1[CH:3]=[CH:4][C:5]([O:8][C:9]2[CH:16]=[CH:15][C:12]([C:13]#[N:14])=[CH:11][CH:10]=2)=[N:6][CH:7]=1. (2) Given the reactants Cl.[F:2][C:3]1[CH:8]=[CH:7][C:6]([NH:9][C:10]2[CH:15]=[CH:14][N:13]=[C:12]([NH:16][C:17]3[CH:22]=[CH:21][C:20]([S:23](Cl)(=[O:25])=[O:24])=[CH:19][CH:18]=3)[N:11]=2)=[CH:5][CH:4]=1.[C:27]([O:31][C:32]([N:34]1[CH2:39][CH2:38][CH:37]([NH:40][CH2:41][CH2:42][N:43]2[CH2:47][CH2:46][CH2:45][CH2:44]2)[CH2:36][CH2:35]1)=[O:33])([CH3:30])([CH3:29])[CH3:28], predict the reaction product. The product is: [C:27]([O:31][C:32]([N:34]1[CH2:39][CH2:38][CH:37]([N:40]([S:23]([C:20]2[CH:21]=[CH:22][C:17]([NH:16][C:12]3[N:11]=[C:10]([NH:9][C:6]4[CH:7]=[CH:8][C:3]([F:2])=[CH:4][CH:5]=4)[CH:15]=[CH:14][N:13]=3)=[CH:18][CH:19]=2)(=[O:25])=[O:24])[CH2:41][CH2:42][N:43]2[CH2:44][CH2:45][CH2:46][CH2:47]2)[CH2:36][CH2:35]1)=[O:33])([CH3:30])([CH3:28])[CH3:29]. (3) Given the reactants C(OC(=O)[NH:7][C:8]1[CH:13]=[C:12]([N:14]([CH2:17][CH3:18])[CH2:15][CH3:16])[C:11]([C:19]#[N:20])=[CH:10][C:9]=1[NH:21][C:22](=[O:38])[CH2:23][C:24]([C:26]1[CH:31]=[CH:30][CH:29]=[C:28]([C:32]2[O:36][N:35]=[C:34]([CH3:37])[CH:33]=2)[CH:27]=1)=O)(C)(C)C.C(O)(C(F)(F)F)=O, predict the reaction product. The product is: [CH2:15]([N:14]([CH2:17][CH3:18])[C:12]1[C:11]([C:19]#[N:20])=[CH:10][C:9]2[NH:21][C:22](=[O:38])[CH2:23][C:24]([C:26]3[CH:31]=[CH:30][CH:29]=[C:28]([C:32]4[O:36][N:35]=[C:34]([CH3:37])[CH:33]=4)[CH:27]=3)=[N:7][C:8]=2[CH:13]=1)[CH3:16].